This data is from Forward reaction prediction with 1.9M reactions from USPTO patents (1976-2016). The task is: Predict the product of the given reaction. (1) Given the reactants Br[C:2]1[CH:3]=[CH:4][C:5]2=[C:6]([CH:25]=1)[N:7]=[C:8]([NH:17][C:18]([O:20][C:21]([CH3:24])([CH3:23])[CH3:22])=[O:19])[CH2:9][C:10]([C:12]([O:14][CH2:15][CH3:16])=[O:13])=[CH:11]2.[C:26]([C:28]1[CH:29]=[C:30](B(O)O)[CH:31]=[CH:32][CH:33]=1)#[N:27].[F-].[Cs+].O, predict the reaction product. The product is: [C:21]([O:20][C:18]([NH:17][C:8]1[CH2:9][C:10]([C:12]([O:14][CH2:15][CH3:16])=[O:13])=[CH:11][C:5]2[CH:4]=[CH:3][C:2]([C:32]3[CH:31]=[CH:30][CH:29]=[C:28]([C:26]#[N:27])[CH:33]=3)=[CH:25][C:6]=2[N:7]=1)=[O:19])([CH3:24])([CH3:23])[CH3:22]. (2) Given the reactants [OH:1][C:2]1[CH:7]=[CH:6][C:5]([CH:8]([CH3:15])[CH2:9][C:10]([O:12][CH2:13][CH3:14])=[O:11])=[CH:4][C:3]=1[O:16][CH3:17].[CH2:18](Br)[C:19]1C=CC=C[CH:20]=1.C(=O)([O-])[O-].[K+].[K+].C(#N)C, predict the reaction product. The product is: [CH3:17][O:16][C:3]1[CH:4]=[C:5]([CH:8]([CH3:15])[CH2:9][C:10]([O:12][CH2:13][CH3:14])=[O:11])[CH:6]=[CH:7][C:2]=1[O:1][CH2:20][C:19]#[CH:18]. (3) Given the reactants Cl[C:2]1[C:11]2[C:6](=[CH:7][CH:8]=[C:9]([O:12][CH3:13])[CH:10]=2)[CH:5]=[C:4]([NH:14][C:15]2[CH:19]=[C:18]([CH3:20])[NH:17][N:16]=2)[N:3]=1.[F:21][C:22]1[CH:27]=[C:26]([F:28])[CH:25]=[CH:24][C:23]=1B(O)O, predict the reaction product. The product is: [F:21][C:22]1[CH:27]=[C:26]([F:28])[CH:25]=[CH:24][C:23]=1[C:2]1[C:11]2[C:6](=[CH:7][CH:8]=[C:9]([O:12][CH3:13])[CH:10]=2)[CH:5]=[C:4]([NH:14][C:15]2[CH:19]=[C:18]([CH3:20])[NH:17][N:16]=2)[N:3]=1. (4) Given the reactants [Br:1][C:2]1[C:7]2[N:8]=[C:9](N)[S:10][C:6]=2[CH:5]=[C:4]([F:12])[CH:3]=1.N(OCCC(C)C)=O, predict the reaction product. The product is: [Br:1][C:2]1[C:7]2[N:8]=[CH:9][S:10][C:6]=2[CH:5]=[C:4]([F:12])[CH:3]=1. (5) Given the reactants F[C:2]1[CH:7]=[CH:6][C:5]([N+:8]([O-:10])=[O:9])=[CH:4][CH:3]=1.[S:11]1[CH:15]=[CH:14][CH:13]=[C:12]1[CH2:16][CH2:17][NH2:18].C([O-])([O-])=O.[K+].[K+], predict the reaction product. The product is: [N+:8]([C:5]1[CH:6]=[CH:7][C:2]([NH:18][CH2:17][CH2:16][C:12]2[S:11][CH:15]=[CH:14][CH:13]=2)=[CH:3][CH:4]=1)([O-:10])=[O:9].